Dataset: Reaction yield outcomes from USPTO patents with 853,638 reactions. Task: Predict the reaction yield, written as a fraction of the theoretical maximum amount of product (1.0 means a 100% yield; for example, 0.34 means a 34% yield). (1) The reactants are [OH:1][CH2:2][CH2:3][C:4]1[CH:9]=[CH:8][C:7]([NH:10][C:11]([C:13]2[C:14]([C:19]3[C:24]([Cl:25])=[CH:23][CH:22]=[CH:21][C:20]=3[Cl:26])=[N:15][O:16][C:17]=2[CH3:18])=[O:12])=[CH:6][CH:5]=1.CC(OI1(OC(C)=O)(OC(C)=O)OC(=O)C2C=CC=CC1=2)=O. The catalyst is C(Cl)Cl. The product is [Cl:25][C:24]1[CH:23]=[CH:22][CH:21]=[C:20]([Cl:26])[C:19]=1[C:14]1[C:13]([C:11]([NH:10][C:7]2[CH:6]=[CH:5][C:4]([CH2:3][CH:2]=[O:1])=[CH:9][CH:8]=2)=[O:12])=[C:17]([CH3:18])[O:16][N:15]=1. The yield is 0.830. (2) The reactants are Cl[CH:2](Cl)[C:3]1[N:4]=[C:5]2[CH:10]=[CH:9][CH:8]=[C:7]([F:11])[N:6]2[CH:12]=1.C([O-])(=[O:16])C.[Na+]. The catalyst is C(O)C.O. The product is [F:11][C:7]1[N:6]2[CH:12]=[C:3]([CH:2]=[O:16])[N:4]=[C:5]2[CH:10]=[CH:9][CH:8]=1. The yield is 0.520. (3) The reactants are [Cl:1][C:2]1[CH:3]=[C:4]([C:11]2[CH:15]=[CH:14][N:13]([CH2:16][C@@H:17]([NH:19][C:20]([C:22]3[O:26][N:25]=[C:24]([C:27]4[N:28]=[CH:29][N:30](C(C5C=CC=CC=5)(C5C=CC=CC=5)C5C=CC=CC=5)[CH:31]=4)[N:23]=3)=[O:21])[CH3:18])[N:12]=2)[CH:5]=[C:6]([F:10])[C:7]=1[C:8]#[N:9].C1COCC1.C(O)=O. The catalyst is O. The product is [Cl:1][C:2]1[CH:3]=[C:4]([C:11]2[CH:15]=[CH:14][N:13]([CH2:16][C@@H:17]([NH:19][C:20]([C:22]3[O:26][N:25]=[C:24]([C:27]4[N:28]=[CH:29][NH:30][CH:31]=4)[N:23]=3)=[O:21])[CH3:18])[N:12]=2)[CH:5]=[C:6]([F:10])[C:7]=1[C:8]#[N:9]. The yield is 0.463. (4) The reactants are [CH:1]1([NH:4][C:5]([C:7]2[CH:8]=[C:9]([F:31])[C:10]([CH3:30])=[C:11]([C:13]3[C:14]([C:27]([OH:29])=O)=[CH:15][C:16]([C:19]([NH:21][CH2:22][C:23]([CH3:26])([CH3:25])[CH3:24])=[O:20])=[CH:17][CH:18]=3)[CH:12]=2)=[O:6])[CH2:3][CH2:2]1.CN(C(ON1N=NC2C=CC=CC1=2)=[N+](C)C)C.F[P-](F)(F)(F)(F)F.CCN(CC)CC.[CH:63]1([CH2:69][NH2:70])[CH2:68][CH2:67][CH2:66][CH2:65][CH2:64]1. The catalyst is C(Cl)Cl. The product is [CH:63]1([CH2:69][NH:70][C:27]([C:14]2[C:13]([C:11]3[C:10]([CH3:30])=[C:9]([F:31])[CH:8]=[C:7]([C:5]([NH:4][CH:1]4[CH2:2][CH2:3]4)=[O:6])[CH:12]=3)=[CH:18][CH:17]=[C:16]([C:19]([NH:21][CH2:22][C:23]([CH3:25])([CH3:24])[CH3:26])=[O:20])[CH:15]=2)=[O:29])[CH2:68][CH2:67][CH2:66][CH2:65][CH2:64]1. The yield is 0.580. (5) The reactants are [CH2:1]([O:8][C:9]1[CH:10]=[CH:11][C:12]([O:18][CH3:19])=[C:13]([CH:17]=1)[C:14](O)=[O:15])[C:2]1[CH:7]=[CH:6][CH:5]=[CH:4][CH:3]=1.C(Cl)(=O)C(Cl)=O.[NH4+:26].[OH-].Cl. The catalyst is C(Cl)Cl.C1COCC1. The product is [CH2:1]([O:8][C:9]1[CH:10]=[CH:11][C:12]([O:18][CH3:19])=[C:13]([CH:17]=1)[C:14]([NH2:26])=[O:15])[C:2]1[CH:7]=[CH:6][CH:5]=[CH:4][CH:3]=1. The yield is 0.630. (6) The reactants are CS(C)=O.[CH3:5][Si](Cl)(C)C.[CH:10]1([CH2:13][N:14]2[CH2:34][CH2:33][C@@:21]34[C:22]5[C:27]6[CH2:28][C@@H:15]2[C@H:16]3[CH2:17][C@H:18]([C@:36]([OH:42])([C:38]([CH3:41])([CH3:40])[CH3:39])[CH3:37])[C@H:19]([OH:35])[C@@H:20]4[O:32][C:23]=5[C:24]([OH:31])=[C:25]2CC[C:26]2=6)[CH2:12][CH2:11]1.[CH2:43]1COC[CH2:44]1. No catalyst specified. The product is [C:38]([C@:36]1([CH3:37])[C@@H:18]2[C@@:19]3([CH2:44][CH2:43][C@:16]4([CH2:17]2)[C@@:21]25[C:22]6[C:27](=[CH:26][CH:25]=[C:24]([OH:31])[C:23]=6[O:32][C@@H:20]32)[CH2:28][C@H:15]4[N:14]([CH2:13][CH:10]2[CH2:11][CH2:12]2)[CH2:34][CH2:33]5)[O:35][CH2:5][O:42]1)([CH3:39])([CH3:41])[CH3:40]. The yield is 0.344. (7) The reactants are [Li+].[OH-].[CH3:3][C:4]1[CH:9]=[C:8]([CH3:10])[CH:7]=[C:6]([CH3:11])[C:5]=1[NH:12][C:13]([NH:15][C:16]1[C:17]([C:26]([NH:28][C@H:29]([C:33]([O:35]C)=[O:34])[CH:30]([CH3:32])[CH3:31])=[O:27])=[CH:18][C:19]2[C:24]([CH:25]=1)=[CH:23][CH:22]=[CH:21][CH:20]=2)=[O:14].Cl.C(OCC)(=O)C. The catalyst is O.O1CCOCC1. The product is [CH3:11][C:6]1[CH:7]=[C:8]([CH3:10])[CH:9]=[C:4]([CH3:3])[C:5]=1[NH:12][C:13]([NH:15][C:16]1[C:17]([C:26]([NH:28][C@H:29]([C:33]([OH:35])=[O:34])[CH:30]([CH3:31])[CH3:32])=[O:27])=[CH:18][C:19]2[C:24]([CH:25]=1)=[CH:23][CH:22]=[CH:21][CH:20]=2)=[O:14]. The yield is 0.0700.